This data is from Peptide-MHC class II binding affinity with 134,281 pairs from IEDB. The task is: Regression. Given a peptide amino acid sequence and an MHC pseudo amino acid sequence, predict their binding affinity value. This is MHC class II binding data. (1) The peptide sequence is VRSGGHDYEGLSYRS. The MHC is DRB1_0802 with pseudo-sequence DRB1_0802. The binding affinity (normalized) is 0.486. (2) The binding affinity (normalized) is 0.304. The MHC is DRB1_0404 with pseudo-sequence DRB1_0404. The peptide sequence is YNTDGSTDYGILQINSR. (3) The peptide sequence is KMRMATPLLMQALPM. The MHC is DRB1_0401 with pseudo-sequence DRB1_0401. The binding affinity (normalized) is 0.149. (4) The peptide sequence is GMTGCGNTPIFKSGR. The MHC is HLA-DQA10104-DQB10503 with pseudo-sequence HLA-DQA10104-DQB10503. The binding affinity (normalized) is 0. (5) The peptide sequence is NPYRTWHYCGSYVTK. The MHC is HLA-DQA10501-DQB10302 with pseudo-sequence HLA-DQA10501-DQB10302. The binding affinity (normalized) is 0.386. (6) The peptide sequence is SIKLTLDIQIVHMRN. The MHC is DRB1_0101 with pseudo-sequence DRB1_0101. The binding affinity (normalized) is 0.762. (7) The peptide sequence is INLIIHYVDRPGALG. The MHC is DRB1_1201 with pseudo-sequence DRB1_1201. The binding affinity (normalized) is 0.476. (8) The peptide sequence is GAQLGELYYAIYKAS. The MHC is DRB1_1602 with pseudo-sequence DRB1_1602. The binding affinity (normalized) is 0.243. (9) The peptide sequence is YDKFLRNVSTVLTGK. The MHC is DRB1_1302 with pseudo-sequence DRB1_1302. The binding affinity (normalized) is 0.828.